From a dataset of Reaction yield outcomes from USPTO patents with 853,638 reactions. Predict the reaction yield, written as a fraction of the theoretical maximum amount of product (1.0 means a 100% yield; for example, 0.34 means a 34% yield). (1) The reactants are [CH2:1]([O:8][C:9]1[CH:18]=[C:17]2[C:12]([C:13](Cl)=[N:14][CH:15]=[N:16]2)=[CH:11][C:10]=1[O:20][CH3:21])[C:2]1[CH:7]=[CH:6][CH:5]=[CH:4][CH:3]=1.C(=O)([O-])[O-].[K+].[K+].[CH3:28][C:29]1[NH:30][C:31]2[C:36]([C:37]=1[CH3:38])=[CH:35][C:34]([OH:39])=[CH:33][CH:32]=2. The catalyst is CN(C=O)C. The product is [CH2:1]([O:8][C:9]1[CH:18]=[C:17]2[C:12]([C:13]([O:39][C:34]3[CH:35]=[C:36]4[C:31](=[CH:32][CH:33]=3)[NH:30][C:29]([CH3:28])=[C:37]4[CH3:38])=[N:14][CH:15]=[N:16]2)=[CH:11][C:10]=1[O:20][CH3:21])[C:2]1[CH:7]=[CH:6][CH:5]=[CH:4][CH:3]=1. The yield is 0.460. (2) The product is [C:3]([C:5]1([C:6]([O:8][C:9]([CH3:12])([CH3:11])[CH3:10])=[O:7])[CH2:18][CH2:17][O:16][CH2:15][CH2:14]1)#[N:4]. The yield is 0.570. The reactants are [H-].[Na+].[C:3]([CH2:5][C:6]([O:8][C:9]([CH3:12])([CH3:11])[CH3:10])=[O:7])#[N:4].Br[CH2:14][CH2:15][O:16][CH2:17][CH2:18]Br. The catalyst is CN(C=O)C. (3) The reactants are CC1(C)C(C)(C)OB([C:9]2[CH:10]=[C:11]3[C:31](=[CH:32][CH:33]=2)[C:15]2[NH:16][C:17]([C@@H:19]4[CH2:23][CH2:22][CH2:21][N:20]4[C:24]([O:26][C:27]([CH3:30])([CH3:29])[CH3:28])=[O:25])=[N:18][C:14]=2[CH2:13][CH2:12]3)O1.Br[C:36]1[CH:37]=[C:38]2[C:43](=[CH:44][CH:45]=1)[CH:42]=[C:41]([C:46]1[NH:50][C:49]([C@@H:51]3[CH2:55][CH2:54][CH2:53][N:52]3[C:56](=[O:66])[C@@H:57]([NH:61][C:62](=[O:65])[O:63][CH3:64])[CH:58]([CH3:60])[CH3:59])=[N:48][CH:47]=1)[CH:40]=[CH:39]2.C([O-])([O-])=O.[K+].[K+]. The catalyst is COCCOC.C1C=CC([P]([Pd]([P](C2C=CC=CC=2)(C2C=CC=CC=2)C2C=CC=CC=2)([P](C2C=CC=CC=2)(C2C=CC=CC=2)C2C=CC=CC=2)[P](C2C=CC=CC=2)(C2C=CC=CC=2)C2C=CC=CC=2)(C2C=CC=CC=2)C2C=CC=CC=2)=CC=1. The product is [CH3:64][O:63][C:62]([NH:61][C@@H:57]([CH:58]([CH3:60])[CH3:59])[C:56]([N:52]1[CH2:53][CH2:54][CH2:55][C@H:51]1[C:49]1[NH:50][C:46]([C:41]2[CH:42]=[C:43]3[C:38](=[CH:39][CH:40]=2)[CH:37]=[C:36]([C:9]2[CH:10]=[C:11]4[C:31](=[CH:32][CH:33]=2)[C:15]2[NH:16][C:17]([C@@H:19]5[CH2:23][CH2:22][CH2:21][N:20]5[C:24]([O:26][C:27]([CH3:28])([CH3:29])[CH3:30])=[O:25])=[N:18][C:14]=2[CH2:13][CH2:12]4)[CH:45]=[CH:44]3)=[CH:47][N:48]=1)=[O:66])=[O:65]. The yield is 0.550. (4) The reactants are [C:1]([C:5]1[CH:6]=[C:7]2[C:12](=[C:13]([F:15])[CH:14]=1)[C:11](=[O:16])[N:10]([C:17]1[N:24]=[CH:23][CH:22]=[C:21]([C:25]3[CH:30]=[C:29]([NH:31][C:32]4[CH:45]=[C:35]5[CH2:36][N:37]([C:40](=[O:44])[CH:41]([CH3:43])[CH3:42])[CH2:38][CH2:39][N:34]5[N:33]=4)[C:28](=[O:46])[N:27]([CH3:47])[CH:26]=3)[C:18]=1[CH:19]=[O:20])[N:9]=[CH:8]2)([CH3:4])([CH3:3])[CH3:2].[BH4-].[Na+]. The catalyst is ClCCl.CO. The product is [C:1]([C:5]1[CH:6]=[C:7]2[C:12](=[C:13]([F:15])[CH:14]=1)[C:11](=[O:16])[N:10]([C:17]1[C:18]([CH2:19][OH:20])=[C:21]([C:25]3[CH:30]=[C:29]([NH:31][C:32]4[CH:45]=[C:35]5[CH2:36][N:37]([C:40](=[O:44])[CH:41]([CH3:42])[CH3:43])[CH2:38][CH2:39][N:34]5[N:33]=4)[C:28](=[O:46])[N:27]([CH3:47])[CH:26]=3)[CH:22]=[CH:23][N:24]=1)[N:9]=[CH:8]2)([CH3:3])([CH3:4])[CH3:2]. The yield is 0.440. (5) The reactants are C[C:2]1[CH:10]=[CH:9][C:5]([C:6]([OH:8])=[O:7])=[C:4]([N:11]([S:13]([C:16]2[CH:21]=[CH:20][C:19](F)=[CH:18][CH:17]=2)(=[O:15])=[O:14])[CH3:12])[C:3]=1[CH3:23].[OH:24][CH2:25][CH2:26][CH2:27][CH2:28][NH:29][C:30]([C:32]1[O:33][C:34]2[CH:40]=[CH:39][CH:38]=[CH:37][C:35]=2[CH:36]=1)=[O:31]. No catalyst specified. The product is [O:33]1[C:34]2[CH:40]=[CH:39][CH:38]=[CH:37][C:35]=2[CH:36]=[C:32]1[C:30]([NH:29][CH2:28][CH2:27][CH2:26][CH2:25][O:24][C:19]1[CH:18]=[CH:17][C:16]([S:13]([N:11]([CH3:12])[C:4]2[C:3]([CH3:23])=[CH:2][CH:10]=[CH:9][C:5]=2[C:6]([OH:8])=[O:7])(=[O:14])=[O:15])=[CH:21][CH:20]=1)=[O:31]. The yield is 0.510. (6) The reactants are [Cl:1][C:2]1[N:10]=[CH:9][N:8]=[C:7]2[C:3]=1[N:4]=[CH:5][N:6]2[C@@H:11]1[O:17][C@H:16]([CH2:18][OH:19])[C@@H:14]([OH:15])[C@H:12]1[OH:13].[C:20]1([C:26](Cl)([C:33]2[CH:38]=[CH:37][CH:36]=[CH:35][CH:34]=2)[C:27]2[CH:32]=[CH:31][CH:30]=[CH:29][CH:28]=2)[CH:25]=[CH:24][CH:23]=[CH:22][CH:21]=1.CCN(C(C)C)C(C)C. The catalyst is CN(C=O)C. The product is [Cl:1][C:2]1[N:10]=[CH:9][N:8]=[C:7]2[C:3]=1[N:4]=[CH:5][N:6]2[C@H:11]1[C@H:12]([OH:13])[C@H:14]([OH:15])[C@@H:16]([CH2:18][O:19][C:26]([C:20]2[CH:25]=[CH:24][CH:23]=[CH:22][CH:21]=2)([C:33]2[CH:34]=[CH:35][CH:36]=[CH:37][CH:38]=2)[C:27]2[CH:28]=[CH:29][CH:30]=[CH:31][CH:32]=2)[O:17]1. The yield is 0.650. (7) The yield is 0.140. The catalyst is C(#N)C. The reactants are [F:1][C:2]([F:10])([F:9])[CH:3]([OH:8])[C:4]([F:7])([F:6])[F:5].N1C=CC=CC=1.[Cl-].[C:18]([O:25][CH2:26][CH:27]([CH2:32][CH3:33])[CH2:28][CH2:29][CH2:30][CH3:31])(=[O:24])/[CH:19]=[CH:20]\[C:21]([O-])=[O:22].C(OCC)(=O)C. The product is [C:18]([O:25][CH2:26][CH:27]([CH2:32][CH3:33])[CH2:28][CH2:29][CH2:30][CH3:31])(=[O:24])/[CH:19]=[CH:20]\[C:21]([O:8][CH:3]([C:4]([F:7])([F:6])[F:5])[C:2]([F:10])([F:9])[F:1])=[O:22].